The task is: Predict hERG channel inhibition at various concentrations.. This data is from hERG Central: cardiac toxicity at 1µM, 10µM, and general inhibition. (1) The compound is O=C(/C=C/c1ccc(Cl)cc1)NC1CCS(=O)(=O)C1. Results: hERG_inhib (hERG inhibition (general)): blocker. (2) Results: hERG_inhib (hERG inhibition (general)): blocker. The molecule is O=[N+]([O-])c1ccc(Oc2ccc(S(=O)(=O)N3CCOCC3)cc2)cc1. (3) The molecule is O=C(NCCc1nc2ccccc2[nH]1)/C(=C/c1ccco1)NC(=O)c1ccc(Br)o1. Results: hERG_inhib (hERG inhibition (general)): blocker. (4) The compound is CCOc1ccc(S(=O)(=O)N2CCOCC2)cc1NC(=O)CN1C(=O)NC(C)(c2ccccc2)C1=O. Results: hERG_inhib (hERG inhibition (general)): blocker. (5) The drug is COc1ccc(CN2CCN(c3ncnc4scc(-c5ccc(F)cc5)c34)CC2)cc1. Results: hERG_inhib (hERG inhibition (general)): blocker. (6) The molecule is Cc1ccc(NC(=O)CSCC(=O)OCc2cc(=O)oc3cc(O)ccc23)c(C)c1. Results: hERG_inhib (hERG inhibition (general)): blocker. (7) The drug is CCOc1cccc(N2CCN(CCNC(=O)Nc3ccc(C)cc3)CC2)c1C. Results: hERG_inhib (hERG inhibition (general)): blocker.